Dataset: Forward reaction prediction with 1.9M reactions from USPTO patents (1976-2016). Task: Predict the product of the given reaction. Given the reactants [CH2:1]([NH2:4])[CH:2]=[CH2:3].C(N(CC)CC)C.Cl[C:13](OC1C=CC([N+]([O-])=O)=CC=1)=[O:14].[NH2:25][C:26]([CH3:30])([CH3:29])[CH2:27][OH:28], predict the reaction product. The product is: [CH2:1]([NH:4][C:13]([NH:25][C:26]([CH3:30])([CH3:29])[CH2:27][OH:28])=[O:14])[CH:2]=[CH2:3].